Dataset: Forward reaction prediction with 1.9M reactions from USPTO patents (1976-2016). Task: Predict the product of the given reaction. (1) Given the reactants [CH2:1]([O:8][C:9]([C:11]1[N:12]([CH:49]([CH3:51])[CH3:50])[C:13]([CH:30]=[CH:31][C:32](=[O:48])[CH2:33][C@@H:34]([O:40][Si](C(C)(C)C)(C)C)[CH2:35][C:36]([O:38][CH3:39])=[O:37])=[C:14]([C:23]2[CH:28]=[CH:27][C:26]([F:29])=[CH:25][CH:24]=2)[C:15]=1[C:16]1[CH:21]=[CH:20][C:19]([F:22])=[CH:18][CH:17]=1)=[O:10])[C:2]1[CH:7]=[CH:6][CH:5]=[CH:4][CH:3]=1.F, predict the reaction product. The product is: [CH2:1]([O:8][C:9]([C:11]1[N:12]([CH:49]([CH3:51])[CH3:50])[C:13]([CH:30]=[CH:31][C:32](=[O:48])[CH2:33][C@@H:34]([OH:40])[CH2:35][C:36]([O:38][CH3:39])=[O:37])=[C:14]([C:23]2[CH:28]=[CH:27][C:26]([F:29])=[CH:25][CH:24]=2)[C:15]=1[C:16]1[CH:17]=[CH:18][C:19]([F:22])=[CH:20][CH:21]=1)=[O:10])[C:2]1[CH:7]=[CH:6][CH:5]=[CH:4][CH:3]=1. (2) Given the reactants Cl.[C:2](N)(=[NH:5])[CH2:3][CH3:4].[CH3:7][O:8][C:9]1[CH:18]=[CH:17][C:12]([C:13]([NH:15][NH2:16])=[O:14])=[CH:11][CH:10]=1, predict the reaction product. The product is: [NH:5]=[C:2]([N:15]([C:13](=[O:14])[C:12]1[CH:11]=[CH:10][C:9]([O:8][CH3:7])=[CH:18][CH:17]=1)[NH2:16])[CH2:3][CH3:4]. (3) Given the reactants Br[C:2]1[CH:7]=[CH:6][N:5]2[N:8]=[C:9]([C:11]3[CH:16]=[CH:15][CH:14]=[CH:13][CH:12]=3)[N:10]=[C:4]2[CH:3]=1.[C:17](=[O:24])([O:19][C:20]([CH3:23])([CH3:22])[CH3:21])[NH2:18].C(=O)([O-])[O-].[Cs+].[Cs+], predict the reaction product. The product is: [C:20]([O:19][C:17](=[O:24])[NH:18][C:2]1[CH:7]=[CH:6][N:5]2[N:8]=[C:9]([C:11]3[CH:16]=[CH:15][CH:14]=[CH:13][CH:12]=3)[N:10]=[C:4]2[CH:3]=1)([CH3:23])([CH3:22])[CH3:21]. (4) Given the reactants [CH3:1][NH:2][C:3]([C:5]1[N:14]([CH:15]2[CH2:19][CH2:18][CH2:17][CH2:16]2)[C:8]2[N:9]=[C:10](Cl)[N:11]=[CH:12][C:7]=2[CH:6]=1)=[O:4].[C:20]([O:24][C:25]([N:27]1[CH2:32][C@@H:31]2[CH2:33][C@H:28]1[CH2:29][N:30]2[C:34]([C:36]1[CH:37]=[N:38][C:39]([NH2:42])=[CH:40][CH:41]=1)=[O:35])=[O:26])([CH3:23])([CH3:22])[CH3:21], predict the reaction product. The product is: [C:20]([O:24][C:25]([N:27]1[CH2:32][C@@H:31]2[CH2:33][C@H:28]1[CH2:29][N:30]2[C:34]([C:36]1[CH:37]=[N:38][C:39]([NH:42][C:10]2[N:11]=[CH:12][C:7]3[CH:6]=[C:5]([C:3](=[O:4])[NH:2][CH3:1])[N:14]([CH:15]4[CH2:19][CH2:18][CH2:17][CH2:16]4)[C:8]=3[N:9]=2)=[CH:40][CH:41]=1)=[O:35])=[O:26])([CH3:23])([CH3:21])[CH3:22]. (5) The product is: [NH2:19][C:9]1[N:8]([C:5]2[CH:6]=[CH:7][C:2]([Br:1])=[CH:3][CH:4]=2)[C:20](=[O:23])[CH:21]=[CH:22][C:10]=1[C:11](=[O:18])[C:12]1[CH:13]=[CH:14][CH:15]=[CH:16][CH:17]=1. Given the reactants [Br:1][C:2]1[CH:7]=[CH:6][C:5]([NH:8][C:9](=[NH:19])[CH2:10][C:11](=[O:18])[C:12]2[CH:17]=[CH:16][CH:15]=[CH:14][CH:13]=2)=[CH:4][CH:3]=1.[C:20](OC)(=[O:23])[C:21]#[CH:22], predict the reaction product.